Dataset: hERG Central: cardiac toxicity at 1µM, 10µM, and general inhibition. Task: Predict hERG channel inhibition at various concentrations. (1) Results: hERG_inhib (hERG inhibition (general)): blocker. The molecule is CCCn1c2ccccc2c2cnn(CC(=O)NC3CCN(Cc4ccccc4)CC3)c(=O)c21. (2) The drug is COc1cccc(CC2(CO)CCCN(Cc3ccc(OC(F)F)cc3)C2)c1. Results: hERG_inhib (hERG inhibition (general)): blocker. (3) The drug is COc1cc2nc(COc3ccc(C#N)cc3)n(CC#N)c(=O)c2cc1OC. Results: hERG_inhib (hERG inhibition (general)): blocker. (4) The compound is O=C(Nc1cc(C(=O)N2CCCC2)ccc1N1CCCC1)c1ccccc1F. Results: hERG_inhib (hERG inhibition (general)): blocker. (5) Results: hERG_inhib (hERG inhibition (general)): blocker. The compound is Cc1ccc(NC(=O)CSc2nc(=O)n(CCCN(C)C)c3c2CCC3)c(C)c1. (6) The compound is Br.CC(C)(C)c1cc(C2=CSC3=NCCN23)cc(C(C)(C)C)c1O. Results: hERG_inhib (hERG inhibition (general)): blocker. (7) The compound is Cc1ccccc1OCC(O)Cn1c(NCc2ccco2)nc2c1c(=O)n(C)c(=O)n2C. Results: hERG_inhib (hERG inhibition (general)): blocker. (8) The drug is COc1ccc2c(=O)c3c(=O)n(Cc4ccco4)c(-c4ccco4)nc3oc2c1. Results: hERG_inhib (hERG inhibition (general)): blocker. (9) The compound is Cc1ccc(S(=O)(=O)N2CCOCC2)cc1NC(=O)c1cc([N+](=O)[O-])ccc1N1CCOCC1. Results: hERG_inhib (hERG inhibition (general)): blocker. (10) The compound is O=C(c1cccs1)N1CCC(C(=O)N2CCN(Cc3ccc4c(c3)OCO4)CC2)CC1. Results: hERG_inhib (hERG inhibition (general)): blocker.